This data is from Forward reaction prediction with 1.9M reactions from USPTO patents (1976-2016). The task is: Predict the product of the given reaction. (1) The product is: [Cl:14][C:15]1[CH:16]=[C:17]([CH:34]=[CH:35][CH:36]=1)[CH2:18][NH:19][C:20]([C:22]1[CH:23]=[C:24]2[C:25]([C:26](=[O:27])[N:1]([C:2]3[CH:7]=[N:6][C:5]([C:8]#[N:9])=[CH:4][N:3]=3)[C:32](=[S:33])[NH:31]2)=[CH:29][CH:30]=1)=[O:21]. Given the reactants [NH2:1][C:2]1[N:3]=[CH:4][C:5]([C:8]#[N:9])=[N:6][CH:7]=1.N#N.[H-].[Na+].[Cl:14][C:15]1[CH:16]=[C:17]([CH:34]=[CH:35][CH:36]=1)[CH2:18][NH:19][C:20]([C:22]1[CH:30]=[CH:29][C:25]([C:26]([O-])=[O:27])=[C:24]([N:31]=[C:32]=[S:33])[CH:23]=1)=[O:21], predict the reaction product. (2) Given the reactants [C:1]([C:4]1[CH:5]=[C:6]([CH:11]=[CH:12][C:13]=1[OH:14])[C:7]([O:9][CH3:10])=[O:8])([OH:3])=[O:2].[C:15](OC(O[C:15]([CH3:18])([CH3:17])[CH3:16])N(C)C)([CH3:18])([CH3:17])[CH3:16], predict the reaction product. The product is: [C:15]([O:2][C:1]([C:4]1[CH:5]=[C:6]([CH:11]=[CH:12][C:13]=1[OH:14])[C:7]([O:9][CH3:10])=[O:8])=[O:3])([CH3:18])([CH3:17])[CH3:16]. (3) Given the reactants [N+:1]([C:4]1[CH:16]=[CH:15][CH:14]=[CH:13][C:5]=1[CH2:6][C:7]1[NH:8][C:9](=[O:12])[NH:10][CH:11]=1)([O-])=O, predict the reaction product. The product is: [NH2:1][C:4]1[CH:16]=[CH:15][CH:14]=[CH:13][C:5]=1[CH2:6][C:7]1[NH:8][C:9](=[O:12])[NH:10][CH:11]=1. (4) The product is: [CH3:15][N:16]1[CH:20]=[C:19]([C:2]2[N:7]=[C:6]3[NH:8][N:9]=[C:10]([C:11]([O:13][CH3:14])=[O:12])[C:5]3=[CH:4][CH:3]=2)[CH:18]=[N:17]1. Given the reactants Cl[C:2]1[N:7]=[C:6]2[NH:8][N:9]=[C:10]([C:11]([O:13][CH3:14])=[O:12])[C:5]2=[CH:4][CH:3]=1.[CH3:15][N:16]1[CH:20]=[C:19](B(O)O)[CH:18]=[N:17]1, predict the reaction product. (5) Given the reactants [F:1][C:2]1[CH:7]=[CH:6][C:5]([N+:8]([O-:10])=[O:9])=[CH:4][C:3]=1[CH2:11][C:12]([OH:14])=[O:13].OS(O)(=O)=O.O.[CH3:21]O, predict the reaction product. The product is: [F:1][C:2]1[CH:7]=[CH:6][C:5]([N+:8]([O-:10])=[O:9])=[CH:4][C:3]=1[CH2:11][C:12]([O:14][CH3:21])=[O:13]. (6) The product is: [C:24]([OH:26])(=[O:25])[CH3:23].[F:22][C:2]([F:1])([F:21])[C:3]([NH:5][C:6]1[CH:11]=[C:10]([CH3:12])[C:9]([CH:13]2[CH2:18][CH2:17][NH:16][CH2:15][CH2:14]2)=[CH:8][C:7]=1[O:19][CH3:20])=[O:4]. Given the reactants [F:1][C:2]([F:22])([F:21])[C:3]([NH:5][C:6]1[CH:11]=[C:10]([CH3:12])[C:9]([C:13]2[CH:18]=[CH:17][N:16]=[CH:15][CH:14]=2)=[CH:8][C:7]=1[O:19][CH3:20])=[O:4].[CH3:23][C:24]([OH:26])=[O:25], predict the reaction product. (7) Given the reactants [CH3:1][O:2][C:3]([C:5]1[C:14]([O:15][C:16]([C:18]2[CH:23]=[CH:22][CH:21]=[CH:20][CH:19]=2)=[O:17])=[C:13]2[C:8]([CH:9]=[CH:10][CH:11]=[N:12]2)=[C:7](I)[N:6]=1)=[O:4].[CH2:25]([OH:28])[C:26]#[CH:27].CN(C=O)C, predict the reaction product. The product is: [CH3:1][O:2][C:3]([C:5]1[C:14]([O:15][C:16]([C:18]2[CH:23]=[CH:22][CH:21]=[CH:20][CH:19]=2)=[O:17])=[C:13]2[C:8]([CH:9]=[CH:10][CH:11]=[N:12]2)=[C:7]([C:27]#[C:26][CH2:25][OH:28])[N:6]=1)=[O:4].